From a dataset of Catalyst prediction with 721,799 reactions and 888 catalyst types from USPTO. Predict which catalyst facilitates the given reaction. (1) Reactant: Cl.[Cl:2][C:3]1[CH:25]=[C:24]([F:26])[CH:23]=[CH:22][C:4]=1[C:5]([NH:7][C:8]1[CH:13]=[CH:12][CH:11]=[C:10]([NH:14][C@@H:15]2[CH2:20][CH2:19][NH:18][C@H:17]([CH3:21])[CH2:16]2)[CH:9]=1)=[O:6].[C:27](O)(=O)C.C([BH3-])#N.[Na+].C=O.C(=O)(O)[O-].[Na+].[Cl-].[NH4+]. Product: [ClH:2].[Cl:2][C:3]1[CH:25]=[C:24]([F:26])[CH:23]=[CH:22][C:4]=1[C:5]([NH:7][C:8]1[CH:13]=[CH:12][CH:11]=[C:10]([NH:14][C@@H:15]2[CH2:20][CH2:19][N:18]([CH3:27])[C@H:17]([CH3:21])[CH2:16]2)[CH:9]=1)=[O:6]. The catalyst class is: 138. (2) Reactant: [Cl:1][C:2]1[CH2:6][CH2:5][N:4]([C:7]2[CH:8]=[N:9][CH:10]=[CH:11][CH:12]=2)[N:3]=1.CN(C)C=O.S(OOS([O-])(=O)=O)([O-])(=O)=O.[K+].[K+]. Product: [Cl:1][C:2]1[CH:6]=[CH:5][N:4]([C:7]2[CH:8]=[N:9][CH:10]=[CH:11][CH:12]=2)[N:3]=1. The catalyst class is: 801.